From a dataset of TCR-epitope binding with 47,182 pairs between 192 epitopes and 23,139 TCRs. Binary Classification. Given a T-cell receptor sequence (or CDR3 region) and an epitope sequence, predict whether binding occurs between them. (1) The epitope is KLGGALQAK. The TCR CDR3 sequence is CASSLAAGAVNSPLHF. Result: 1 (the TCR binds to the epitope). (2) The epitope is EILDITPCSF. The TCR CDR3 sequence is CASSESGTGELFF. Result: 1 (the TCR binds to the epitope). (3) The epitope is RLRAEAQVK. The TCR CDR3 sequence is CASSTVPAAPTDTQYF. Result: 1 (the TCR binds to the epitope).